This data is from Full USPTO retrosynthesis dataset with 1.9M reactions from patents (1976-2016). The task is: Predict the reactants needed to synthesize the given product. (1) Given the product [N:23]([C@H:5]1[CH2:4][N:3]([C:13]([O:15][CH2:16][C:17]2[CH:22]=[CH:21][CH:20]=[CH:19][CH:18]=2)=[O:14])[C@H:2]([CH3:1])[CH2:7][CH2:6]1)=[N+:24]=[N-:25], predict the reactants needed to synthesize it. The reactants are: [CH3:1][C@@H:2]1[CH2:7][CH2:6][C@H:5](OS(C)(=O)=O)[CH2:4][N:3]1[C:13]([O:15][CH2:16][C:17]1[CH:22]=[CH:21][CH:20]=[CH:19][CH:18]=1)=[O:14].[N-:23]=[N+:24]=[N-:25].[Na+]. (2) Given the product [CH3:1][O:2][C@H:3]1[C@@H:7]2[O:8][C:9]([CH3:12])([CH3:11])[O:10][C@@H:6]2[C@@H:5]([C:13]2[N:14]([CH2:19][C:20]3[CH:25]=[CH:24][CH:23]=[CH:22][CH:21]=3)[CH:15]=[N:16][N:17]=2)[O:4]1, predict the reactants needed to synthesize it. The reactants are: [CH3:1][O:2][C@H:3]1[C@@H:7]2[O:8][C:9]([CH3:12])([CH3:11])[O:10][C@@H:6]2[C@@H:5]([C:13]2[N:14]([CH2:19][C:20]3[CH:25]=[CH:24][CH:23]=[CH:22][CH:21]=3)[C:15](=S)[NH:16][N:17]=2)[O:4]1.N([O-])=O.[Na+]. (3) Given the product [CH3:19][C:14]1[N:13]([C:10]2[N:9]=[CH:8][C:7]([CH:5]([OH:6])[CH2:4][NH:20][C@@H:21]([CH3:24])[CH2:22][OH:23])=[CH:12][CH:11]=2)[C:17]([CH3:18])=[CH:16][CH:15]=1, predict the reactants needed to synthesize it. The reactants are: [BH4-].[Na+].Cl[CH2:4][C:5]([C:7]1[CH:8]=[N:9][C:10]([N:13]2[C:17]([CH3:18])=[CH:16][CH:15]=[C:14]2[CH3:19])=[CH:11][CH:12]=1)=[O:6].[NH2:20][C@@H:21]([CH3:24])[CH2:22][OH:23].C(Cl)Cl.